This data is from Peptide-MHC class II binding affinity with 134,281 pairs from IEDB. The task is: Regression. Given a peptide amino acid sequence and an MHC pseudo amino acid sequence, predict their binding affinity value. This is MHC class II binding data. The peptide sequence is TLSVTFIGAAPLILSY. The MHC is H-2-IEk with pseudo-sequence H-2-IEk. The binding affinity (normalized) is 0.658.